From a dataset of Full USPTO retrosynthesis dataset with 1.9M reactions from patents (1976-2016). Predict the reactants needed to synthesize the given product. (1) Given the product [CH2:14]1[C:13]2[NH:1][C:3]3[C:11](=[CH:10][C:6]([C:7]([OH:9])=[O:8])=[CH:5][CH:4]=3)[C:12]=2[CH2:17][CH2:16][CH2:15]1, predict the reactants needed to synthesize it. The reactants are: [NH:1]([C:3]1[CH:11]=[CH:10][C:6]([C:7]([OH:9])=[O:8])=[CH:5][CH:4]=1)N.[C:12]1(=O)[CH2:17][CH2:16][CH2:15][CH2:14][CH2:13]1. (2) Given the product [O:25]1[CH2:26][CH2:27][O:28][CH:24]1[CH2:23][O:14][C:11]1[CH:10]=[CH:9][C:8]([CH:7]2[CH2:6][CH2:5][N:4]([C:15]([O:17][C:18]([CH3:21])([CH3:20])[CH3:19])=[O:16])[CH2:3][CH:2]2[OH:1])=[CH:13][CH:12]=1, predict the reactants needed to synthesize it. The reactants are: [OH:1][CH:2]1[CH:7]([C:8]2[CH:13]=[CH:12][C:11]([OH:14])=[CH:10][CH:9]=2)[CH2:6][CH2:5][N:4]([C:15]([O:17][C:18]([CH3:21])([CH3:20])[CH3:19])=[O:16])[CH2:3]1.Br[CH2:23][CH:24]1[O:28][CH2:27][CH2:26][O:25]1.C(=O)([O-])[O-].[K+].[K+]. (3) Given the product [F:2][C:3]1[CH:8]=[CH:7][C:6]([C:9]2[N:10]=[C:11]([CH:14]3[CH2:19][CH2:18][N:17]([C:41]([O:40][CH2:33][C:34]4[CH:39]=[CH:38][CH:37]=[CH:36][CH:35]=4)=[O:42])[CH2:16][CH2:15]3)[NH:12][CH:13]=2)=[CH:5][C:4]=1[C:20]([F:21])([F:22])[F:23], predict the reactants needed to synthesize it. The reactants are: Cl.[F:2][C:3]1[CH:8]=[CH:7][C:6]([C:9]2[N:10]=[C:11]([CH:14]3[CH2:19][CH2:18][NH:17][CH2:16][CH2:15]3)[NH:12][CH:13]=2)=[CH:5][C:4]=1[C:20]([F:23])([F:22])[F:21].C(N(C(C)C)C(C)C)C.[CH2:33]([O:40][C:41](ON1C(=O)CCC1=O)=[O:42])[C:34]1[CH:39]=[CH:38][CH:37]=[CH:36][CH:35]=1. (4) Given the product [CH3:1][S:2]([C:5]1[N:10]=[CH:9][C:8]([N:11]2[C:16]3[CH:17]=[C:18]([O:21][C@H:22]4[CH2:26][CH2:25][N:24]([C:34]([CH:31]5[CH2:32][CH2:33][O:28][CH2:29][CH2:30]5)=[O:35])[CH2:23]4)[CH:19]=[CH:20][C:15]=3[O:14][CH2:13][CH2:12]2)=[CH:7][C:6]=1[CH3:27])(=[O:4])=[O:3], predict the reactants needed to synthesize it. The reactants are: [CH3:1][S:2]([C:5]1[N:10]=[CH:9][C:8]([N:11]2[C:16]3[CH:17]=[C:18]([O:21][C@H:22]4[CH2:26][CH2:25][NH:24][CH2:23]4)[CH:19]=[CH:20][C:15]=3[O:14][CH2:13][CH2:12]2)=[CH:7][C:6]=1[CH3:27])(=[O:4])=[O:3].[O:28]1[CH2:33][CH2:32][CH:31]([C:34](Cl)=[O:35])[CH2:30][CH2:29]1.CCN(CC)CC. (5) Given the product [CH:1]1([C:7]2([CH3:15])[N:11]([CH3:12])[C:10](=[O:13])[N:9]([CH2:21][C:22]([C:24]3[CH:29]=[CH:28][CH:27]=[CH:26][C:25]=3[F:30])=[O:23])[C:8]2=[O:14])[CH2:2][CH2:3][CH2:4][CH2:5][CH2:6]1, predict the reactants needed to synthesize it. The reactants are: [CH:1]1([C:7]2([CH3:15])[N:11]([CH3:12])[C:10](=[O:13])[NH:9][C:8]2=[O:14])[CH2:6][CH2:5][CH2:4][CH2:3][CH2:2]1.N#N.[H-].[Na+].Br[CH2:21][C:22]([C:24]1[CH:29]=[CH:28][CH:27]=[CH:26][C:25]=1[F:30])=[O:23]. (6) Given the product [C:31]([N:25]1[CH2:30][CH2:29][N:28]([C:2]2[CH:7]=[CH:6][C:5]([CH2:8][N:9]3[CH2:15][CH2:14][CH2:13][CH2:12][N:11]([C:16]4[CH:21]=[CH:20][CH:19]=[CH:18][CH:17]=4)[S:10]3(=[O:23])=[O:22])=[C:4]([F:24])[CH:3]=2)[CH2:27][CH2:26]1)(=[O:33])[CH3:32], predict the reactants needed to synthesize it. The reactants are: Br[C:2]1[CH:7]=[CH:6][C:5]([CH2:8][N:9]2[CH2:15][CH2:14][CH2:13][CH2:12][N:11]([C:16]3[CH:21]=[CH:20][CH:19]=[CH:18][CH:17]=3)[S:10]2(=[O:23])=[O:22])=[C:4]([F:24])[CH:3]=1.[N:25]1([C:31](=[O:33])[CH3:32])[CH2:30][CH2:29][NH:28][CH2:27][CH2:26]1.C([O-])([O-])=O.[Cs+].[Cs+]. (7) Given the product [O:23]1[CH2:24][CH:21]([CH:18]2[CH2:19][CH2:20][NH:15][CH2:16][CH2:17]2)[CH2:22]1, predict the reactants needed to synthesize it. The reactants are: C(O)(C(F)(F)F)=O.C(OC([N:15]1[CH2:20][CH2:19][CH:18]([CH:21]2[CH2:24][O:23][CH2:22]2)[CH2:17][CH2:16]1)=O)(C)(C)C. (8) Given the product [Br:1][C:2]1[C:3]([O:11][CH2:12][CH2:13][CH2:14][CH2:15][CH2:16][OH:17])=[N:4][CH:5]=[C:6]([CH:10]=1)[C:7]([NH:18][C@@H:19]1[CH2:24][CH2:23][CH2:22][CH2:21][C@H:20]1[OH:25])=[O:9], predict the reactants needed to synthesize it. The reactants are: [Br:1][C:2]1[C:3]([O:11][CH2:12][CH2:13][CH2:14][CH2:15][CH2:16][OH:17])=[N:4][CH:5]=[C:6]([CH:10]=1)[C:7]([OH:9])=O.[NH2:18][C@@H:19]1[CH2:24][CH2:23][CH2:22][CH2:21][C@H:20]1[OH:25]. (9) Given the product [N+:31]([C:27]1[CH:26]=[C:25]([NH:24][C:22](=[O:23])[CH2:21][N:10]2[CH2:9][CH2:8][N:7]([C:2]3[CH:3]=[CH:4][CH:5]=[CH:6][N:1]=3)[CH2:12][CH2:11]2)[CH:30]=[CH:29][CH:28]=1)([O-:33])=[O:32], predict the reactants needed to synthesize it. The reactants are: [N:1]1[CH:6]=[CH:5][CH:4]=[CH:3][C:2]=1[N:7]1[CH2:12][CH2:11][NH:10][CH2:9][CH2:8]1.C(NC(C)C)(C)C.Cl[CH2:21][C:22]([NH:24][C:25]1[CH:30]=[CH:29][CH:28]=[C:27]([N+:31]([O-:33])=[O:32])[CH:26]=1)=[O:23].